From a dataset of Full USPTO retrosynthesis dataset with 1.9M reactions from patents (1976-2016). Predict the reactants needed to synthesize the given product. Given the product [NH2:1][C:2]1[N:10]=[C:9]([CH2:11][CH2:12][CH:13]([OH:15])[CH3:14])[N:8]=[C:7]2[C:3]=1[N:4]=[C:5]([N:19]1[N:20]=[CH:21][CH:22]=[N:18]1)[N:6]2[CH3:16], predict the reactants needed to synthesize it. The reactants are: [NH2:1][C:2]1[N:10]=[C:9]([CH2:11][CH2:12][CH:13]([OH:15])[CH3:14])[N:8]=[C:7]2[C:3]=1[N:4]=[C:5](Br)[N:6]2[CH3:16].[NH:18]1[CH:22]=[CH:21][N:20]=[N:19]1.